Task: Predict the reactants needed to synthesize the given product.. Dataset: Full USPTO retrosynthesis dataset with 1.9M reactions from patents (1976-2016) (1) Given the product [C:1]([O:5][C:6]([N:8]1[CH2:13][CH2:12][N:11]([C:14]2[CH:19]=[CH:18][CH:17]=[CH:16][C:15]=2[C:20](=[O:22])[NH:32][C:29]2[CH:30]=[CH:31][C:26]([C:25]([F:24])([F:34])[F:35])=[CH:27][C:28]=2[NH2:33])[CH2:10][CH2:9]1)=[O:7])([CH3:4])([CH3:2])[CH3:3], predict the reactants needed to synthesize it. The reactants are: [C:1]([O:5][C:6]([N:8]1[CH2:13][CH2:12][N:11]([C:14]2[CH:19]=[CH:18][CH:17]=[CH:16][C:15]=2[C:20]([OH:22])=O)[CH2:10][CH2:9]1)=[O:7])([CH3:4])([CH3:3])[CH3:2].[Cl-].[F:24][C:25]([F:35])([F:34])[C:26]1[CH:27]=[C:28]([NH2:33])[C:29]([NH2:32])=[CH:30][CH:31]=1.C(N(C(C)C)CC)(C)C.[NH4+].[Cl-]. (2) The reactants are: [F:1][C:2]1[CH:7]=[C:6]([F:8])[C:5]([F:9])=[CH:4][C:3]=1[C:10]1[CH2:19][CH2:18][C:13]2([O:17][CH2:16][CH2:15][O:14]2)[CH2:12][CH:11]=1. Given the product [F:1][C:2]1[CH:7]=[C:6]([F:8])[C:5]([F:9])=[CH:4][C:3]=1[CH:10]1[CH2:11][CH2:12][C:13]2([O:14][CH2:15][CH2:16][O:17]2)[CH2:18][CH2:19]1, predict the reactants needed to synthesize it. (3) Given the product [CH:26]1([CH:25]=[C:24]([C:11]2[NH:10][C:14]3=[N:15][CH:16]=[C:17]([O:19][CH2:20][CH2:21][O:22][CH3:23])[CH:18]=[C:13]3[CH:12]=2)[C:31]2[CH:36]=[CH:35][C:34]([S:37]([CH3:40])(=[O:39])=[O:38])=[CH:33][CH:32]=2)[CH2:30][CH2:29][CH2:28][CH2:27]1, predict the reactants needed to synthesize it. The reactants are: C1(S([N:10]2[C:14]3=[N:15][CH:16]=[C:17]([O:19][CH2:20][CH2:21][O:22][CH3:23])[CH:18]=[C:13]3[CH:12]=[C:11]2[C:24]([C:31]2[CH:36]=[CH:35][C:34]([S:37]([CH3:40])(=[O:39])=[O:38])=[CH:33][CH:32]=2)=[CH:25][CH:26]2[CH2:30][CH2:29][CH2:28][CH2:27]2)(=O)=O)C=CC=CC=1.[F-].C([N+](CCCC)(CCCC)CCCC)CCC. (4) Given the product [CH3:1][O:2][C:3]1[CH:4]=[C:5]([CH:11]([CH:14]=[O:15])[C:12]#[N:13])[CH:6]=[CH:7][C:8]=1[O:9][CH3:10], predict the reactants needed to synthesize it. The reactants are: [CH3:1][O:2][C:3]1[CH:4]=[C:5]([CH2:11][C:12]#[N:13])[CH:6]=[CH:7][C:8]=1[O:9][CH3:10].[CH:14](OCC)=[O:15].[O-]CC.[Na+]. (5) Given the product [C:19]([C:9]1[CH:8]=[CH:7][C:6]2[C:11](=[CH:12][CH:13]=[C:4]([N+:1]([O-:3])=[O:2])[CH:5]=2)[N:10]=1)#[N:20], predict the reactants needed to synthesize it. The reactants are: [N+:1]([C:4]1[CH:5]=[C:6]2[C:11](=[CH:12][CH:13]=1)[N+:10]([O-])=[CH:9][CH:8]=[CH:7]2)([O-:3])=[O:2].C[Si]([C:19]#[N:20])(C)C.CCN(CC)CC.